The task is: Regression. Given two drug SMILES strings and cell line genomic features, predict the synergy score measuring deviation from expected non-interaction effect.. This data is from NCI-60 drug combinations with 297,098 pairs across 59 cell lines. (1) Drug 1: C1=CC(=CC=C1C#N)C(C2=CC=C(C=C2)C#N)N3C=NC=N3. Drug 2: C#CCC(CC1=CN=C2C(=N1)C(=NC(=N2)N)N)C3=CC=C(C=C3)C(=O)NC(CCC(=O)O)C(=O)O. Cell line: OVCAR-5. Synergy scores: CSS=52.7, Synergy_ZIP=2.27, Synergy_Bliss=-0.755, Synergy_Loewe=-29.7, Synergy_HSA=-1.31. (2) Drug 1: CN(CCCl)CCCl.Cl. Drug 2: C1CC(=O)NC(=O)C1N2C(=O)C3=CC=CC=C3C2=O. Cell line: HCC-2998. Synergy scores: CSS=18.7, Synergy_ZIP=-2.47, Synergy_Bliss=-0.694, Synergy_Loewe=-19.3, Synergy_HSA=-4.10. (3) Drug 1: CNC(=O)C1=CC=CC=C1SC2=CC3=C(C=C2)C(=NN3)C=CC4=CC=CC=N4. Drug 2: C1CN1P(=S)(N2CC2)N3CC3. Cell line: OVCAR-8. Synergy scores: CSS=22.2, Synergy_ZIP=-4.51, Synergy_Bliss=2.13, Synergy_Loewe=0.0464, Synergy_HSA=0.990. (4) Cell line: HCT116. Synergy scores: CSS=32.4, Synergy_ZIP=-4.91, Synergy_Bliss=-10.1, Synergy_Loewe=-19.4, Synergy_HSA=-11.8. Drug 2: COC1=NC(=NC2=C1N=CN2C3C(C(C(O3)CO)O)O)N. Drug 1: C1=CN(C(=O)N=C1N)C2C(C(C(O2)CO)O)O.Cl. (5) Drug 1: CC1C(C(CC(O1)OC2CC(CC3=C2C(=C4C(=C3O)C(=O)C5=C(C4=O)C(=CC=C5)OC)O)(C(=O)CO)O)N)O.Cl. Drug 2: CC1OCC2C(O1)C(C(C(O2)OC3C4COC(=O)C4C(C5=CC6=C(C=C35)OCO6)C7=CC(=C(C(=C7)OC)O)OC)O)O. Cell line: NCI-H522. Synergy scores: CSS=47.4, Synergy_ZIP=5.36, Synergy_Bliss=5.09, Synergy_Loewe=0.746, Synergy_HSA=6.61. (6) Drug 2: C(CCl)NC(=O)N(CCCl)N=O. Cell line: SK-MEL-2. Synergy scores: CSS=25.2, Synergy_ZIP=11.2, Synergy_Bliss=11.2, Synergy_Loewe=-5.12, Synergy_HSA=1.99. Drug 1: CCCCCOC(=O)NC1=NC(=O)N(C=C1F)C2C(C(C(O2)C)O)O.